Dataset: Reaction yield outcomes from USPTO patents with 853,638 reactions. Task: Predict the reaction yield, written as a fraction of the theoretical maximum amount of product (1.0 means a 100% yield; for example, 0.34 means a 34% yield). (1) The reactants are [CH3:1][O:2][C:3]1[C:8]([CH3:9])=[C:7]([CH3:10])[C:6]([O:11][CH3:12])=[C:5]([CH3:13])[C:4]=1[CH2:14]/[CH:15]=[C:16](\[CH3:22])/[CH2:17][CH2:18][CH2:19][CH2:20][OH:21].[CH3:23][C:24](OC(C)=O)=[O:25]. The catalyst is N1C=CC=CC=1. The product is [C:24]([O:21][CH2:20][CH2:19][CH2:18][CH2:17]/[C:16](/[CH3:22])=[CH:15]/[CH2:14][C:4]1[C:5]([CH3:13])=[C:6]([O:11][CH3:12])[C:7]([CH3:10])=[C:8]([CH3:9])[C:3]=1[O:2][CH3:1])(=[O:25])[CH3:23]. The yield is 0.623. (2) The reactants are C[O:2][C:3](=[O:32])[CH2:4][S:5][CH2:6][C:7]1[CH:12]=[CH:11][CH:10]=[C:9]([S:13]([N:16]2[CH2:21][CH2:20][N:19]([C:22]3[CH:27]=[CH:26][C:25]([C:28]([F:31])([F:30])[F:29])=[CH:24][CH:23]=3)[CH2:18][CH2:17]2)(=[O:15])=[O:14])[CH:8]=1.BrCC1C=C(S(N2CCN(C3C=CC(C(F)(F)F)=CC=3)CC2)(=O)=O)C=CC=1.COC(=O)CS.CCN(CC)CC. The catalyst is C1COCC1.C(OCC)(=O)C. The product is [F:30][C:28]([F:29])([F:31])[C:25]1[CH:26]=[CH:27][C:22]([N:19]2[CH2:18][CH2:17][N:16]([S:13]([C:9]3[CH:8]=[C:7]([CH:12]=[CH:11][CH:10]=3)[CH2:6][S:5][CH2:4][C:3]([OH:32])=[O:2])(=[O:15])=[O:14])[CH2:21][CH2:20]2)=[CH:23][CH:24]=1. The yield is 0.630.